Predict the reactants needed to synthesize the given product. From a dataset of Full USPTO retrosynthesis dataset with 1.9M reactions from patents (1976-2016). (1) Given the product [Br:1][C:2]1[CH:9]=[CH:8][C:5]([CH2:6][OH:7])=[CH:4][CH:3]=1, predict the reactants needed to synthesize it. The reactants are: [Br:1][C:2]1[CH:9]=[CH:8][C:5]([CH:6]=[O:7])=[CH:4][CH:3]=1.[BH4-].[Na+]. (2) Given the product [ClH:7].[Cl:7][C:8]1[C:13]([F:14])=[CH:12][C:11]([C:15]2[N:16]=[C:17]([N:24]3[CH2:30][CH2:29][CH2:28][CH:27]([C:42]#[N:43])[CH2:26][CH2:25]3)[C:18]3[S:23][CH:22]=[CH:21][C:19]=3[N:20]=2)=[C:10]([F:32])[CH:9]=1, predict the reactants needed to synthesize it. The reactants are: CC(C)([O-])C.[K+].[Cl:7][C:8]1[C:13]([F:14])=[CH:12][C:11]([C:15]2[N:16]=[C:17]([N:24]3[CH2:30][CH2:29][CH2:28][C:27](=O)[CH2:26][CH2:25]3)[C:18]3[S:23][CH:22]=[CH:21][C:19]=3[N:20]=2)=[C:10]([F:32])[CH:9]=1.C1(C)C=CC(S([CH2:42][N+:43]#[C-])(=O)=O)=CC=1.Cl.CCOC(C)=O. (3) Given the product [C:4]([O:3][C:1](=[O:2])[NH:8][CH:9]1[CH2:12][C:11](=[O:18])[CH2:10]1)([CH3:7])([CH3:6])[CH3:5], predict the reactants needed to synthesize it. The reactants are: [C:1]([NH:8][CH:9]1[CH2:12][C:11](=C)[CH2:10]1)([O:3][C:4]([CH3:7])([CH3:6])[CH3:5])=[O:2].C(Cl)Cl.C([O-])([O-])=[O:18].[K+].[K+]. (4) Given the product [CH2:1]([O:8][C:30]1[CH:29]=[C:28]2[C:24]([C:25]([N:34]=[C:35]=[O:36])=[CH:26][N:27]2[C:31]([NH2:33])=[O:32])=[CH:23][CH:22]=1)[C:2]1[CH:7]=[CH:6][CH:5]=[CH:4][CH:3]=1, predict the reactants needed to synthesize it. The reactants are: [CH2:1]([O:8]C1C=C2C(C=CN2)=CC=1)[C:2]1[CH:7]=[CH:6][CH:5]=[CH:4][CH:3]=1.C(O[C:22]1[CH:23]=[C:24]2[C:28](=[CH:29][CH:30]=1)[N:27]([C:31]([NH2:33])=[O:32])[CH:26]=[C:25]2[N:34]=[C:35]=[O:36])C=C. (5) Given the product [F:25][C:20]1[CH:21]=[CH:22][CH:23]=[CH:24][C:19]=1[CH2:18][N:11]1[C:12]2=[N:13][CH:14]=[CH:15][CH:16]=[C:17]2[C:9]([C:5]2[N:6]=[C:7]3[C:2]([NH:1][C:36](=[O:37])[NH:8]3)=[C:3]([C:26]([O:28][CH2:29][CH3:30])=[O:27])[N:4]=2)=[N:10]1, predict the reactants needed to synthesize it. The reactants are: [NH2:1][C:2]1[C:3]([C:26]([O:28][CH2:29][CH3:30])=[O:27])=[N:4][C:5]([C:9]2[C:17]3[C:12](=[N:13][CH:14]=[CH:15][CH:16]=3)[N:11]([CH2:18][C:19]3[CH:24]=[CH:23][CH:22]=[CH:21][C:20]=3[F:25])[N:10]=2)=[N:6][C:7]=1[NH2:8].C1N=CN([C:36](N2C=NC=C2)=[O:37])C=1.C(N(CC)CC)C. (6) Given the product [CH3:1][C:2]1[C:3]([O:15][C:16]2[CH:17]=[C:18]([CH:27]=[CH:28][CH:29]=2)/[CH:19]=[C:20]2/[C:21](=[O:26])[NH:22][C:23](=[O:25])[S:24]/2)=[N:4][CH:5]=[N:6][C:7]=1[O:8][CH:9]1[CH2:10][CH2:11][N:12]([S:38]([CH3:37])(=[O:40])=[O:39])[CH2:13][CH2:14]1, predict the reactants needed to synthesize it. The reactants are: [CH3:1][C:2]1[C:3]([O:15][C:16]2[CH:17]=[C:18]([CH:27]=[CH:28][CH:29]=2)/[CH:19]=[C:20]2/[C:21](=[O:26])[NH:22][C:23](=[O:25])[S:24]/2)=[N:4][CH:5]=[N:6][C:7]=1[O:8][CH:9]1[CH2:14][CH2:13][NH:12][CH2:11][CH2:10]1.C(N(CC)CC)C.[CH3:37][S:38](Cl)(=[O:40])=[O:39]. (7) The reactants are: [Li:1]CCCC.[CH:6]([NH:9][CH:10]([CH3:12])[CH3:11])([CH3:8])[CH3:7].[C:13]([O:16][CH2:17][CH3:18])(=[O:15])[CH3:14].I[CH2:20][C:21]1[N:22]=[C:23]([C:26]2[CH:31]=[CH:30][CH:29]=[CH:28][CH:27]=2)[S:24][CH:25]=1. Given the product [Li+:1].[CH3:7][CH:6]([N-:9][CH:10]([CH3:12])[CH3:11])[CH3:8].[CH2:17]([O:16][C:13](=[O:15])[CH2:14][CH2:20][C:21]1[N:22]=[C:23]([C:26]2[CH:27]=[CH:28][CH:29]=[CH:30][CH:31]=2)[S:24][CH:25]=1)[CH3:18], predict the reactants needed to synthesize it.